Predict the product of the given reaction. From a dataset of Forward reaction prediction with 1.9M reactions from USPTO patents (1976-2016). (1) Given the reactants Br[C:2]1[C:7]2=[N:8][C:9]([C:12]([NH2:14])=[O:13])=[CH:10][N:11]=[C:6]2[CH:5]=[N:4][CH:3]=1.[Cl:15][C:16]1[CH:21]=[CH:20][C:19](B(O)O)=[C:18]([F:25])[CH:17]=1.C(=O)([O-])[O-].[Cs+].[Cs+].O1CCOCC1, predict the reaction product. The product is: [Cl:15][C:16]1[CH:21]=[CH:20][C:19]([C:2]2[C:7]3=[N:8][C:9]([C:12]([NH2:14])=[O:13])=[CH:10][N:11]=[C:6]3[CH:5]=[N:4][CH:3]=2)=[C:18]([F:25])[CH:17]=1. (2) Given the reactants [CH3:1][C:2]1[CH:7]=[CH:6][C:5]([C:8]([CH:10]([CH3:16])[CH2:11][C:12]([F:15])([F:14])[F:13])=[CH2:9])=[CH:4][CH:3]=1.[OH-:17].[Na+].OO.[Cl-].[Na+], predict the reaction product. The product is: [F:15][C:12]([F:14])([F:13])[CH2:11][CH:10]([CH3:16])[CH:8]([C:5]1[CH:4]=[CH:3][C:2]([CH3:1])=[CH:7][CH:6]=1)[CH2:9][OH:17]. (3) Given the reactants [CH3:1][O:2][C:3]1[CH:8]=[C:7]([CH3:9])[C:6]([S:10]([N:13]([CH2:15][C:16]2[O:20][CH:19]=[C:18]([C:21](O)=[O:22])[CH:17]=2)[CH3:14])(=[O:12])=[O:11])=[C:5]([CH3:24])[CH:4]=1.CCN=C=NCCCN(C)C.C1C=CC2N(O)N=NC=2C=1.CCN(C(C)C)C(C)C.Cl.Cl.[CH3:57][NH:58][CH2:59][C:60]1[CH:75]=[CH:74][C:63]([CH2:64][N:65]2[CH2:69][CH2:68][CH:67]([NH:70][C:71](=[O:73])[CH3:72])[CH2:66]2)=[CH:62][CH:61]=1, predict the reaction product. The product is: [C:71]([NH:70][CH:67]1[CH2:68][CH2:69][N:65]([CH2:64][C:63]2[CH:62]=[CH:61][C:60]([CH2:59][N:58]([CH3:57])[C:21]([C:18]3[CH:17]=[C:16]([CH2:15][N:13]([S:10]([C:6]4[C:5]([CH3:24])=[CH:4][C:3]([O:2][CH3:1])=[CH:8][C:7]=4[CH3:9])(=[O:11])=[O:12])[CH3:14])[O:20][CH:19]=3)=[O:22])=[CH:75][CH:74]=2)[CH2:66]1)(=[O:73])[CH3:72]. (4) Given the reactants [NH2:1][CH2:2][CH2:3][CH2:4][Si:5]([O:10][CH3:11])([O:8][CH3:9])[O:6][CH3:7].[C:12]([O:21][CH2:22][CH3:23])(=[O:20])/[CH:13]=[CH:14]\[C:15]([O:17][CH2:18][CH3:19])=[O:16], predict the reaction product. The product is: [CH3:9][O:8][Si:5]([O:10][CH3:11])([O:6][CH3:7])[CH2:4][CH2:3][CH2:2][NH:1][CH:13]([CH2:14][C:15]([O:17][CH2:18][CH3:19])=[O:16])[C:12]([O:21][CH2:22][CH3:23])=[O:20]. (5) Given the reactants [NH2:1][C:2]1[N:7]=[C:6]([N:8]2[CH2:17][CH2:16][C:15]3[C:10](=[CH:11][C:12]([C:18]4[CH:19]=[C:20]([CH3:27])[C:21]([C:24](O)=[O:25])=[N:22][CH:23]=4)=[CH:13][CH:14]=3)[CH2:9]2)[CH:5]=[C:4]([N:28]2[CH2:33][CH2:32][N:31]([CH3:34])[CH2:30][CH2:29]2)[N:3]=1.Cl.[CH3:36][NH2:37], predict the reaction product. The product is: [NH2:1][C:2]1[N:7]=[C:6]([N:8]2[CH2:17][CH2:16][C:15]3[C:10](=[CH:11][C:12]([C:18]4[CH:19]=[C:20]([CH3:27])[C:21]([C:24]([NH:37][CH3:36])=[O:25])=[N:22][CH:23]=4)=[CH:13][CH:14]=3)[CH2:9]2)[CH:5]=[C:4]([N:28]2[CH2:33][CH2:32][N:31]([CH3:34])[CH2:30][CH2:29]2)[N:3]=1. (6) Given the reactants CCOCC.[CH2:6]([Mg]Cl)[CH2:7][CH3:8].[C:11]([N:16]1[C@H:20]([C:21]2[CH:26]=[CH:25][CH:24]=[CH:23][CH:22]=2)[CH2:19][O:18][C:17]1=[O:27])(=[O:15])[CH:12]=[CH:13][CH3:14], predict the reaction product. The product is: [CH3:14][C@H:13]([CH2:6][CH2:7][CH3:8])[CH2:12][C:11]([N:16]1[C@H:20]([C:21]2[CH:22]=[CH:23][CH:24]=[CH:25][CH:26]=2)[CH2:19][O:18][C:17]1=[O:27])=[O:15]. (7) The product is: [F:1][C:2]1[CH:3]=[C:4]2[C:8](=[CH:9][CH:10]=1)[N:7]([NH:11][C:12]([C:14]1[C:15]([CH3:27])=[N:16][C:17]([C:20]3[CH:25]=[CH:24][CH:23]=[C:22]([F:26])[CH:21]=3)=[N:18][CH:19]=1)=[O:13])[CH:6]=[C:5]2[C:33]([NH2:32])=[O:34]. Given the reactants [F:1][C:2]1[CH:3]=[C:4]2[C:8](=[CH:9][CH:10]=1)[N:7]([NH:11][C:12]([C:14]1[C:15]([CH3:27])=[N:16][C:17]([C:20]3[CH:25]=[CH:24][CH:23]=[C:22]([F:26])[CH:21]=3)=[N:18][CH:19]=1)=[O:13])[CH:6]=[CH:5]2.ClS([N:32]=[C:33]=[O:34])(=O)=O.[OH-].[Na+], predict the reaction product. (8) Given the reactants [F:1][C:2]1[CH:7]=[CH:6][C:5]([C:8](=O)[CH3:9])=[C:4]([O:11][CH2:12][O:13][CH3:14])[CH:3]=1.[CH:15]([C:17]1[CH:18]=[C:19]([CH:24]=[CH:25][CH:26]=1)[C:20]([O:22][CH3:23])=[O:21])=O.[C:27](#[N:31])[CH2:28][C:29]#[N:30].C([O-])(=O)C.[NH4+:36].[Cl-].[NH4+], predict the reaction product. The product is: [NH2:30][C:29]1[C:28]([C:27]#[N:31])=[C:15]([C:17]2[CH:18]=[C:19]([CH:24]=[CH:25][CH:26]=2)[C:20]([O:22][CH3:23])=[O:21])[CH:9]=[C:8]([C:5]2[CH:6]=[CH:7][C:2]([F:1])=[CH:3][C:4]=2[O:11][CH2:12][O:13][CH3:14])[N:36]=1. (9) Given the reactants FC(F)(F)C(O)=O.[Cl:8][C:9]1[C:10]([F:40])=[C:11]([CH:15]2[C:19]([C:22]3[CH:27]=[CH:26][C:25]([Cl:28])=[CH:24][C:23]=3[F:29])([C:20]#[N:21])[CH:18]([CH2:30][C:31]([CH3:36])([CH3:35])[CH:32]([CH3:34])[CH3:33])[NH:17][CH:16]2[C:37]([OH:39])=O)[CH:12]=[CH:13][CH:14]=1.CC1(C)[O:46][C@H:45]([CH2:47][CH2:48][NH2:49])[CH2:44][O:43]1.CN(C(ON1N=NC2C=CC=NC1=2)=[N+](C)C)C.F[P-](F)(F)(F)(F)F.CCN(C(C)C)C(C)C.Cl, predict the reaction product. The product is: [OH:46][C@@H:45]([CH2:44][OH:43])[CH2:47][CH2:48][NH:49][C:37]([CH:16]1[CH:15]([C:11]2[CH:12]=[CH:13][CH:14]=[C:9]([Cl:8])[C:10]=2[F:40])[C:19]([C:22]2[CH:27]=[CH:26][C:25]([Cl:28])=[CH:24][C:23]=2[F:29])([C:20]#[N:21])[CH:18]([CH2:30][C:31]([CH3:35])([CH3:36])[CH:32]([CH3:34])[CH3:33])[NH:17]1)=[O:39].